From a dataset of Forward reaction prediction with 1.9M reactions from USPTO patents (1976-2016). Predict the product of the given reaction. (1) The product is: [C:13]([O:17][C:18]([N:20]1[CH2:24][CH:23]([O:25][Si:26]([C:29]([CH3:30])([CH3:31])[CH3:32])([CH3:28])[CH3:27])[CH2:22][CH:21]1[CH:33]([C:8]1[C:7]2[C:11](=[CH:12][C:4]([F:3])=[CH:5][CH:6]=2)[NH:10][CH:9]=1)[CH2:34][N+:35]([O-:37])=[O:36])=[O:19])([CH3:16])([CH3:14])[CH3:15]. Given the reactants [Na+].[I-].[F:3][C:4]1[CH:12]=[C:11]2[C:7]([CH:8]=[CH:9][NH:10]2)=[CH:6][CH:5]=1.[C:13]([O:17][C:18]([N:20]1[CH2:24][CH:23]([O:25][Si:26]([C:29]([CH3:32])([CH3:31])[CH3:30])([CH3:28])[CH3:27])[CH2:22][CH:21]1[CH:33]=[CH:34][N+:35]([O-:37])=[O:36])=[O:19])([CH3:16])([CH3:15])[CH3:14], predict the reaction product. (2) Given the reactants [Br:1][C:2]1[CH:16]=[CH:15][C:5]2[C:6]3[N:7]([CH:11]=[C:12](I)[N:13]=3)[CH2:8][CH2:9][O:10][C:4]=2[CH:3]=1.[F:17][C:18]([F:26])([F:25])[CH2:19][N:20]1[CH:24]=[N:23][CH:22]=[N:21]1, predict the reaction product. The product is: [Br:1][C:2]1[CH:16]=[CH:15][C:5]2[C:6]3[N:7]([CH:11]=[C:12]([C:24]4[N:20]([CH2:19][C:18]([F:26])([F:25])[F:17])[N:21]=[CH:22][N:23]=4)[N:13]=3)[CH2:8][CH2:9][O:10][C:4]=2[CH:3]=1. (3) Given the reactants C([O:5][C:6]([CH:8]([C:28]1[CH:33]=[CH:32][CH:31]=[CH:30][CH:29]=1)[N:9]1[C:13]2[CH:14]=[C:15]([C:18]#[N:19])[CH:16]=[CH:17][C:12]=2[N:11](C(OC(C)(C)C)=O)[C:10]1=[O:27])=[O:7])(C)(C)C.FC(F)(F)C(O)=O, predict the reaction product. The product is: [C:18]([C:15]1[CH:16]=[CH:17][C:12]2[NH:11][C:10](=[O:27])[N:9]([CH:8]([C:28]3[CH:33]=[CH:32][CH:31]=[CH:30][CH:29]=3)[C:6]([OH:7])=[O:5])[C:13]=2[CH:14]=1)#[N:19]. (4) Given the reactants [N:1]1[CH:6]=[CH:5][CH:4]=[C:3]([CH2:7][C:8]([OH:10])=O)[CH:2]=1.C(Cl)(=O)C([Cl:14])=O, predict the reaction product. The product is: [ClH:14].[N:1]1[CH:6]=[CH:5][CH:4]=[C:3]([CH2:7][C:8]([Cl:14])=[O:10])[CH:2]=1. (5) Given the reactants C([O:5][C:6]([CH2:8][O:9][C:10]1[CH:15]=[C:14]([O:16][CH3:17])[CH:13]=[CH:12][C:11]=1[CH:18]1[C:26]2[C:21](=[CH:22][CH:23]=[C:24]([O:27][CH2:28][CH2:29][CH3:30])[CH:25]=2)[CH:20]([C:31]2[CH:36]=[CH:35][C:34]3[O:37][CH2:38][O:39][C:33]=3[CH:32]=2)[CH:19]1C(O)=O)=[O:7])(C)(C)C.C([N:45](CC)CC)C, predict the reaction product. The product is: [NH2:45][CH:19]1[CH:18]([C:11]2[CH:12]=[CH:13][C:14]([O:16][CH3:17])=[CH:15][C:10]=2[O:9][CH2:8][C:6]([OH:5])=[O:7])[C:26]2[C:21](=[CH:22][CH:23]=[C:24]([O:27][CH2:28][CH2:29][CH3:30])[CH:25]=2)[CH:20]1[C:31]1[CH:36]=[CH:35][C:34]2[O:37][CH2:38][O:39][C:33]=2[CH:32]=1. (6) Given the reactants [CH2:1]([Li])[CH2:2][CH2:3][CH3:4].[CH3:6]CCCCC.[CH:12]([C:14]1[S:15][CH:16]=[CH:17][CH:18]=1)=[O:13].[OH2:19].C1[CH2:24][O:23][CH2:22][CH2:21]1, predict the reaction product. The product is: [CH3:6][O:19][C:1]1[CH:21]=[C:22]([O:23][CH3:24])[CH:4]=[CH:3][C:2]=1[CH:12]([C:14]1[S:15][CH:16]=[CH:17][CH:18]=1)[OH:13]. (7) Given the reactants [CH:1]1[C:10]2[CH:9]=[CH:8][CH:7]=[C:6]([NH2:11])[C:5]=2[CH:4]=[CH:3][N:2]=1.CCN(C(C)C)C(C)C.[N:21]([CH:24]1[CH2:28][CH2:27][CH2:26][CH2:25]1)=[C:22]=[O:23], predict the reaction product. The product is: [CH:24]1([NH:21][C:22]([NH:11][C:6]2[CH:7]=[CH:8][CH:9]=[C:10]3[C:5]=2[CH2:4][CH2:3][N:2]=[CH:1]3)=[O:23])[CH2:28][CH2:27][CH2:26][CH2:25]1. (8) Given the reactants [F:1][C:2]1[CH:7]=[CH:6][C:5]([N:8]2[C:11](=[O:12])[C@H:10]([S:13][CH2:14][C:15]([C:17]3[CH:22]=[CH:21][C:20]([F:23])=[CH:19][CH:18]=3)=[O:16])[C@H:9]2[C:24]2[CH:45]=[CH:44][C:27]([O:28][CH2:29][C:30]([NH:32][CH2:33][C:34]([NH:36][C@H:37]([C:41]([OH:43])=[O:42])[C@@H:38]([CH3:40])[OH:39])=[O:35])=[O:31])=[CH:26][CH:25]=2)=[CH:4][CH:3]=1.[BH4-].[Na+], predict the reaction product. The product is: [F:1][C:2]1[CH:7]=[CH:6][C:5]([N:8]2[C:11](=[O:12])[C@H:10]([S:13][CH2:14][CH:15]([C:17]3[CH:18]=[CH:19][C:20]([F:23])=[CH:21][CH:22]=3)[OH:16])[C@H:9]2[C:24]2[CH:45]=[CH:44][C:27]([O:28][CH2:29][C:30]([NH:32][CH2:33][C:34]([NH:36][C@H:37]([C:41]([OH:43])=[O:42])[C@@H:38]([CH3:40])[OH:39])=[O:35])=[O:31])=[CH:26][CH:25]=2)=[CH:4][CH:3]=1.